Dataset: Reaction yield outcomes from USPTO patents with 853,638 reactions. Task: Predict the reaction yield, written as a fraction of the theoretical maximum amount of product (1.0 means a 100% yield; for example, 0.34 means a 34% yield). (1) The reactants are [C:1](O[BH-](OC(=O)C)OC(=O)C)(=O)C.[Na+].[Cl:15][C:16]1[CH:21]=[CH:20][C:19]([C@H:22]2[N:29]3[C:25]([S:26][C:27]([C:33]([N:35]4[CH2:49][C@H:48]([F:50])[CH2:47][C@H:36]4[C:37]([N:39]4[CH2:46][C:43]5([CH2:45][CH2:44]5)[NH:42][CH2:41][CH2:40]4)=[O:38])=[O:34])=[C:28]3[CH:30]([CH3:32])[CH3:31])=[N:24][C@:23]2([C:52]2[CH:53]=[N:54][C:55]([Cl:58])=[CH:56][CH:57]=2)[CH3:51])=[CH:18][C:17]=1[F:59].C=O.C(=O)(O)[O-].[Na+]. The catalyst is O1CCOCC1. The product is [Cl:15][C:16]1[CH:21]=[CH:20][C:19]([C@H:22]2[N:29]3[C:25]([S:26][C:27]([C:33]([N:35]4[CH2:49][C@H:48]([F:50])[CH2:47][C@H:36]4[C:37]([N:39]4[CH2:46][C:43]5([CH2:44][CH2:45]5)[N:42]([CH3:1])[CH2:41][CH2:40]4)=[O:38])=[O:34])=[C:28]3[CH:30]([CH3:31])[CH3:32])=[N:24][C@:23]2([C:52]2[CH:53]=[N:54][C:55]([Cl:58])=[CH:56][CH:57]=2)[CH3:51])=[CH:18][C:17]=1[F:59]. The yield is 0.890. (2) The reactants are [C:1]([C:3]1[C:4]([NH2:10])=[N:5][C:6]([NH2:9])=[CH:7][CH:8]=1)#[CH:2].[Br:11][C:12]1[CH:17]=[CH:16][C:15]([CH2:18][C:19](Cl)=[N:20][OH:21])=[CH:14][CH:13]=1.C(N(CC)CC)C. The catalyst is O1CCCC1. The product is [Br:11][C:12]1[CH:13]=[CH:14][C:15]([CH2:18][C:19]2[CH:2]=[C:1]([C:3]3[C:4]([NH2:10])=[N:5][C:6]([NH2:9])=[CH:7][CH:8]=3)[O:21][N:20]=2)=[CH:16][CH:17]=1. The yield is 0.660. (3) The reactants are [NH2:1][C:2]1[CH:11]=[CH:10][C:9]2[C:4](=[CH:5][CH:6]=[N:7][CH:8]=2)[N:3]=1.C(N(CC)CC)C.[Cl:19][C:20]1[CH:25]=[CH:24][C:23]([S:26](Cl)(=[O:28])=[O:27])=[CH:22][CH:21]=1.C(=O)(O)[O-].[Na+]. The catalyst is ClCCl. The product is [Cl:19][C:20]1[CH:25]=[CH:24][C:23]([S:26]([NH:1][C:2]2[CH:11]=[CH:10][C:9]3[C:4](=[CH:5][CH:6]=[N:7][CH:8]=3)[N:3]=2)(=[O:28])=[O:27])=[CH:22][CH:21]=1. The yield is 0.214. (4) The reactants are [N+](C1C=CC(C[O:9][C:10]([C:12]2[N:13]3[C@H:16]([S:17][CH:18]=2)[C:15]([CH:20](OC(=O)C)[C:21]2[N:22]=[C:23]4[C:31]5[C:26](=[CH:27][CH:28]=[CH:29][CH:30]=5)[CH2:25][N:24]4[CH:32]=2)(Br)[C:14]3=[O:37])=[O:11])=CC=1)([O-])=O.P([O-])([O-])([O-])=O.[OH-].[Na+:46].C(OCC)(=O)C. The product is [Na+:46].[N:22]1[C:21](/[CH:20]=[C:15]2\[CH:16]3[N:13]([C:14]\2=[O:37])[C:12]([C:10]([O-:11])=[O:9])=[CH:18][S:17]3)=[CH:32][N:24]2[CH2:25][C:26]3[C:31](=[CH:30][CH:29]=[CH:28][CH:27]=3)[C:23]=12. The catalyst is C1COCC1.C(#N)C.[Zn]. The yield is 0.580. (5) The reactants are [OH:1][C:2]([CH3:35])([CH3:34])[CH2:3][C@@:4]1([C:28]2[CH:33]=[CH:32][CH:31]=[CH:30][CH:29]=2)[O:9][C:8](=[O:10])[N:7]([C@H:11]([C:13]2[CH:18]=[CH:17][C:16](B3OC(C)(C)C(C)(C)O3)=[CH:15][CH:14]=2)[CH3:12])[CH2:6][CH2:5]1.[OH:36][CH2:37][CH2:38][N:39]1[CH:44]=[CH:43][C:42](I)=[CH:41][C:40]1=[O:46].C([O-])([O-])=O.[Cs+].[Cs+]. The catalyst is O1CCOCC1.Cl[Pd](Cl)([P](C1C=CC=CC=1)(C1C=CC=CC=1)C1C=CC=CC=1)[P](C1C=CC=CC=1)(C1C=CC=CC=1)C1C=CC=CC=1. The product is [OH:1][C:2]([CH3:34])([CH3:35])[CH2:3][C@@:4]1([C:28]2[CH:33]=[CH:32][CH:31]=[CH:30][CH:29]=2)[O:9][C:8](=[O:10])[N:7]([C@H:11]([C:13]2[CH:18]=[CH:17][C:16]([C:42]3[CH:43]=[CH:44][N:39]([CH2:38][CH2:37][OH:36])[C:40](=[O:46])[CH:41]=3)=[CH:15][CH:14]=2)[CH3:12])[CH2:6][CH2:5]1. The yield is 0.280. (6) The reactants are [CH3:1][O:2][C:3]([NH:5][C@H:6]([C:11]([N:13]1[CH2:17][CH2:16][CH2:15][C@H:14]1[C:18]1[NH:19][C:20]([C:23]2[CH:28]=[C:27]3[CH2:29][O:30][C:31]4[CH:58]=[C:57]5[C:34]([CH:35]=[CH:36][C:37]6[N:41]=[C:40]([C@@H:42]7[CH2:46][C@H:45]([CH2:47][O:48][CH3:49])[CH2:44][N:43]7C(OC(C)(C)C)=O)[NH:39][C:38]=65)=[CH:33][C:32]=4[C:26]3=[CH:25][CH:24]=2)=[CH:21][N:22]=1)=[O:12])[C@@H:7]([CH3:10])[O:8][CH3:9])=[O:4].Cl.[CH3:60][O:61][C:62]([NH:64][C@H:65]([C:69]1[CH:74]=[CH:73][CH:72]=[CH:71][CH:70]=1)[C:66](O)=[O:67])=[O:63].CCN(C(C)C)C(C)C.CCOC(C(C#N)=NOC(N1CCOCC1)=[N+](C)C)=O.F[P-](F)(F)(F)(F)F. The catalyst is C(Cl)Cl.CO. The product is [CH3:9][O:8][C@H:7]([CH3:10])[C@H:6]([NH:5][C:3]([O:2][CH3:1])=[O:4])[C:11]([N:13]1[CH2:17][CH2:16][CH2:15][C@H:14]1[C:18]1[NH:19][C:20]([C:23]2[CH:28]=[C:27]3[CH2:29][O:30][C:31]4[CH:58]=[C:57]5[C:34]([CH:35]=[CH:36][C:37]6[N:41]=[C:40]([C@@H:42]7[CH2:46][C@H:45]([CH2:47][O:48][CH3:49])[CH2:44][N:43]7[C:66](=[O:67])[C@H:65]([NH:64][C:62](=[O:63])[O:61][CH3:60])[C:69]7[CH:74]=[CH:73][CH:72]=[CH:71][CH:70]=7)[NH:39][C:38]=65)=[CH:33][C:32]=4[C:26]3=[CH:25][CH:24]=2)=[CH:21][N:22]=1)=[O:12]. The yield is 0.460. (7) The reactants are [F:1][C:2]1[CH:7]=[CH:6][C:5]([C:8](=[O:12])[CH2:9][C:10]#[N:11])=[CH:4][CH:3]=1.[NH2:13][C:14]1[CH:19]=[CH:18][CH:17]=[CH:16][CH:15]=1. The catalyst is C(O)C. The product is [F:1][C:2]1[CH:3]=[CH:4][C:5]([C:8](=[O:12])[CH2:9][C:10](=[NH:11])[NH:13][C:14]2[CH:19]=[CH:18][CH:17]=[CH:16][CH:15]=2)=[CH:6][CH:7]=1. The yield is 0.270.